Dataset: Full USPTO retrosynthesis dataset with 1.9M reactions from patents (1976-2016). Task: Predict the reactants needed to synthesize the given product. (1) Given the product [CH2:1]([O:8][C:9]1[CH:10]=[CH:11][C:12]([CH:15]=[O:16])=[N:13][CH:14]=1)[C:2]1[CH:3]=[CH:4][CH:5]=[CH:6][CH:7]=1, predict the reactants needed to synthesize it. The reactants are: [CH2:1]([O:8][C:9]1[CH:10]=[CH:11][C:12]([CH2:15][OH:16])=[N:13][CH:14]=1)[C:2]1[CH:7]=[CH:6][CH:5]=[CH:4][CH:3]=1.N1C=CC=CC=1.CC(OI1(OC(C)=O)(OC(C)=O)OC(=O)C2C1=CC=CC=2)=O. (2) The reactants are: [Br:1][C:2]1[CH:7]=[C:6]([F:8])[CH:5]=[C:4](Br)[C:3]=1[Cl:10].C(=[NH:24])(C1C=CC=CC=1)C1C=CC=CC=1.CC(C)([O-])C.[Na+].C1C=CC(P(C2C=CC3C(=CC=CC=3)C=2C2C3C(=CC=CC=3)C=CC=2P(C2C=CC=CC=2)C2C=CC=CC=2)C2C=CC=CC=2)=CC=1. Given the product [Br:1][C:2]1[C:3]([Cl:10])=[C:4]([CH:5]=[C:6]([F:8])[CH:7]=1)[NH2:24], predict the reactants needed to synthesize it.